From a dataset of Forward reaction prediction with 1.9M reactions from USPTO patents (1976-2016). Predict the product of the given reaction. (1) Given the reactants [CH3:1][C:2]1([CH3:14])[O:11][C:6]2=[N:7][CH:8]=[CH:9][CH:10]=[C:5]2/[C:4](=[N:12]/O)/[CH2:3]1, predict the reaction product. The product is: [CH3:1][C:2]1([CH3:14])[O:11][C:6]2=[N:7][CH:8]=[CH:9][CH:10]=[C:5]2[CH:4]([NH2:12])[CH2:3]1. (2) Given the reactants [CH:1]1([CH2:4][O:5][C:6]2[C:29]([CH2:30][N:31]([CH3:33])[CH3:32])=[CH:28][C:9]3[C:10]([CH2:13][CH2:14][CH:15]4[CH2:20][CH2:19][N:18](C(OC(C)(C)C)=O)[CH2:17][CH2:16]4)=[N:11][O:12][C:8]=3[CH:7]=2)[CH2:3][CH2:2]1.Cl, predict the reaction product. The product is: [CH3:32][N:31]([CH2:30][C:29]1[C:6]([O:5][CH2:4][CH:1]2[CH2:2][CH2:3]2)=[CH:7][C:8]2[O:12][N:11]=[C:10]([CH2:13][CH2:14][CH:15]3[CH2:20][CH2:19][NH:18][CH2:17][CH2:16]3)[C:9]=2[CH:28]=1)[CH3:33]. (3) Given the reactants [NH2:1][C:2]1[CH:7]=[CH:6][C:5]([CH2:8][CH2:9][CH:10]([C:12]2[CH:17]=[CH:16][C:15]([Cl:18])=[C:14]([Cl:19])[CH:13]=2)[OH:11])=[CH:4][C:3]=1[OH:20].Cl[C:22]1[C:30]([N+:31]([O-:33])=[O:32])=[CH:29][C:28]([N+]([O-])=O)=[CH:27][C:23]=1[C:24]([OH:26])=[O:25].C([O-])(=O)C.[Na+].[OH-].[Na+], predict the reaction product. The product is: [Cl:19][C:14]1[CH:13]=[C:12]([C:10](=[O:11])[CH:9]=[CH:8][C:5]2[CH:4]=[C:3]3[C:2](=[CH:7][CH:6]=2)[NH:1][C:27]2[C:23]([C:24]([OH:26])=[O:25])=[CH:22][C:30]([N+:31]([O-:33])=[O:32])=[CH:29][C:28]=2[O:20]3)[CH:17]=[CH:16][C:15]=1[Cl:18]. (4) Given the reactants [CH3:1][CH:2]([CH3:19])[CH2:3][C@@H:4]([B:6]1[O:10][C@@H]2C[C@@H]3C[C@H]([C@]2(C)[O:7]1)C3(C)C)[NH3+:5].F[B-](F)(F)F.[N:25]1(OC(N(C)C)=[N+](C)C)[C:29]2C=CC=C[C:28]=2[N:27]=N1.C(O[C:47]([NH:49][C@H:50]([C:58]([OH:60])=O)[CH2:51][C:52]1[CH:57]=[CH:56][CH:55]=[CH:54][CH:53]=1)=[O:48])(C)(C)C.[CH:61](N(CC)C(C)C)(C)[CH3:62].C(B(O)O)C(C)C.Cl, predict the reaction product. The product is: [CH3:19][CH:2]([CH3:1])[CH2:3][C@@H:4]([B:6]([OH:7])[OH:10])[NH:5][C:58](=[O:60])[C@@H:50]([NH:49][C:47]([C:29]1[CH:28]=[N:27][CH:62]=[CH:61][N:25]=1)=[O:48])[CH2:51][C:52]1[CH:53]=[CH:54][CH:55]=[CH:56][CH:57]=1. (5) The product is: [CH3:35][C:31]1[C:30]([CH3:36])=[C:29]([C:25]2[CH:24]=[C:23]([C:21]3[CH2:20][C:19](=[O:37])[NH:18][C:9]4[CH:10]=[C:11]([C:14]([F:16])([F:15])[F:17])[CH:12]=[CH:13][C:8]=4[N:7]=3)[CH:28]=[CH:27][CH:26]=2)[CH:34]=[CH:33][N:32]=1. Given the reactants C(OC(=O)[NH:7][C:8]1[CH:13]=[CH:12][C:11]([C:14]([F:17])([F:16])[F:15])=[CH:10][C:9]=1[NH:18][C:19](=[O:37])[CH2:20][C:21]([C:23]1[CH:28]=[CH:27][CH:26]=[C:25]([C:29]2[CH:34]=[CH:33][N:32]=[C:31]([CH3:35])[C:30]=2[CH3:36])[CH:24]=1)=O)(C)(C)C.C(O)(C(F)(F)F)=O, predict the reaction product. (6) Given the reactants [CH:1]([C:3]1[CH:8]=[C:7]([C:9]([F:12])([F:11])[F:10])[CH:6]=[CH:5][C:4]=1[C:13]1[C:18]([O:19][CH3:20])=[CH:17][CH:16]=[C:15]([CH2:21][C:22]#[N:23])[CH:14]=1)=O.[CH2:24]([NH2:26])[CH3:25], predict the reaction product. The product is: [CH2:24]([NH:26][CH2:1][C:3]1[CH:8]=[C:7]([C:9]([F:11])([F:12])[F:10])[CH:6]=[CH:5][C:4]=1[C:13]1[C:18]([O:19][CH3:20])=[CH:17][CH:16]=[C:15]([CH2:21][C:22]#[N:23])[CH:14]=1)[CH3:25].